The task is: Predict the reaction yield, written as a fraction of the theoretical maximum amount of product (1.0 means a 100% yield; for example, 0.34 means a 34% yield).. This data is from Reaction yield outcomes from USPTO patents with 853,638 reactions. (1) The reactants are [C:1]([C:5]1[CH:19]=[CH:18][C:8]([O:9]CC(OC(C)(C)C)=O)=[CH:7][C:6]=1[O:20][CH3:21])([CH3:4])([CH3:3])[CH3:2].FC(F)(F)C(O)=O.C(C1C=CC(OCC(O)=O)=CC=1OC)(C)(C)C.[Cl-].ClC1N(C)CC[NH+]1C.Cl.NCC1C=CC(NS(C)(=O)=O)=C(F)C=1. The catalyst is C(N(CC)CC)C.C(Cl)Cl.O1CCCC1. The product is [C:1]([C:5]1[CH:19]=[CH:18][C:8]([OH:9])=[CH:7][C:6]=1[O:20][CH3:21])([CH3:4])([CH3:2])[CH3:3]. The yield is 0.0110. (2) The reactants are [O:1]=[S:2]1(=[O:30])[CH2:7][CH2:6][N:5]([C:8]([C:10]2[NH:11][C:12]3[C:17]([CH:18]=2)=[CH:16][C:15]([C:19]([N:21]2[CH2:26][CH2:25][N:24]([CH:27]([CH3:29])[CH3:28])[CH2:23][CH2:22]2)=[O:20])=[CH:14][CH:13]=3)=[O:9])[CH2:4][CH2:3]1.[F:31][C:32]([F:43])([F:42])[C:33]1[CH:34]=[C:35](B(O)O)[CH:36]=[CH:37][CH:38]=1.N1C=CC=CC=1. The catalyst is ClCCl.C([O-])(=O)C.[Cu+2].C([O-])(=O)C. The product is [O:30]=[S:2]1(=[O:1])[CH2:7][CH2:6][N:5]([C:8]([C:10]2[N:11]([C:37]3[CH:36]=[CH:35][CH:34]=[C:33]([C:32]([F:43])([F:42])[F:31])[CH:38]=3)[C:12]3[C:17]([CH:18]=2)=[CH:16][C:15]([C:19]([N:21]2[CH2:22][CH2:23][N:24]([CH:27]([CH3:28])[CH3:29])[CH2:25][CH2:26]2)=[O:20])=[CH:14][CH:13]=3)=[O:9])[CH2:4][CH2:3]1. The yield is 0.350. (3) The reactants are [N+:1]([CH2:4][CH2:5]OC(=O)C1C=CC=CC=1)([O-:3])=[O:2].[CH2:15]([O:17][C:18]([N:20]1[CH2:25][CH2:24][NH:23][CH2:22][CH2:21]1)=[O:19])[CH3:16]. The catalyst is C(O)C. The product is [CH2:15]([O:17][C:18]([N:20]1[CH2:21][CH2:22][N:23]([CH2:5][CH2:4][N+:1]([O-:3])=[O:2])[CH2:24][CH2:25]1)=[O:19])[CH3:16]. The yield is 0.843.